This data is from Full USPTO retrosynthesis dataset with 1.9M reactions from patents (1976-2016). The task is: Predict the reactants needed to synthesize the given product. (1) Given the product [CH2:9]([NH:11][C@@H:12]1[C:21]2[N:20]=[CH:19][CH:18]=[CH:17][C:16]=2[CH2:15][CH2:14][CH2:13]1)[CH3:6], predict the reactants needed to synthesize it. The reactants are: COC1C=C[C:6]([C@@H:9]([NH:11][C@@H:12]2[C:21]3[N:20]=[CH:19][CH:18]=[CH:17][C:16]=3[CH2:15][CH2:14][CH2:13]2)C)=CC=1.COC1C=CC([C@@H](N)C)=CC=1.N1C2C(=O)CCCC=2C=CC=1.C(O)(=O)C.C(=O)C.C(O[BH-](OC(=O)C)OC(=O)C)(=O)C.[Na+]. (2) Given the product [F:29][C:16]1[C:17]([C:19]2[C:27]3[O:26][CH:25]=[CH:24][C:23]=3[C:22]([F:28])=[CH:21][CH:20]=2)=[CH:18][C:13]([NH:8][C:6]2[CH:5]=[C:4]([CH2:9][S:10][CH3:11])[CH:3]=[C:2]([F:1])[N:7]=2)=[N:14][CH:15]=1, predict the reactants needed to synthesize it. The reactants are: [F:1][C:2]1[N:7]=[C:6]([NH2:8])[CH:5]=[C:4]([CH2:9][S:10][CH3:11])[CH:3]=1.Cl[C:13]1[CH:18]=[C:17]([C:19]2[C:27]3[O:26][CH:25]=[CH:24][C:23]=3[C:22]([F:28])=[CH:21][CH:20]=2)[C:16]([F:29])=[CH:15][N:14]=1.C1(P(C2CCCCC2)C2C=CC=CC=2C2C(C(C)C)=CC(C(C)C)=CC=2C(C)C)CCCCC1.P([O-])([O-])([O-])=O.[K+].[K+].[K+].